Dataset: Forward reaction prediction with 1.9M reactions from USPTO patents (1976-2016). Task: Predict the product of the given reaction. (1) Given the reactants [CH2:1]([N:8]1[CH2:13][CH2:12][NH:11][CH:10]([CH3:14])[CH2:9]1)[C:2]1[CH:7]=[CH:6][CH:5]=[CH:4][CH:3]=1.Br[CH2:16][C:17]#[N:18], predict the reaction product. The product is: [CH2:1]([N:8]1[CH2:13][CH2:12][N:11]([CH2:16][C:17]#[N:18])[CH:10]([CH3:14])[CH2:9]1)[C:2]1[CH:3]=[CH:4][CH:5]=[CH:6][CH:7]=1. (2) Given the reactants O.[OH-].[Li+].C[O:5][C:6](=[O:43])[CH2:7][C:8]1[C:17]([CH3:18])=[C:16]([C:19]2[CH:24]=[CH:23][C:22]([S:25]([C:28]3[CH:33]=[C:32]([C:34]([F:37])([F:36])[F:35])[CH:31]=[C:30]([C:38]([F:41])([F:40])[F:39])[CH:29]=3)(=[O:27])=[O:26])=[CH:21][CH:20]=2)[C:15]2[C:10](=[CH:11][CH:12]=[C:13]([Cl:42])[CH:14]=2)[CH:9]=1, predict the reaction product. The product is: [F:37][C:34]([F:35])([F:36])[C:32]1[CH:33]=[C:28]([S:25]([C:22]2[CH:21]=[CH:20][C:19]([C:16]3[C:15]4[C:10](=[CH:11][CH:12]=[C:13]([Cl:42])[CH:14]=4)[CH:9]=[C:8]([CH2:7][C:6]([OH:43])=[O:5])[C:17]=3[CH3:18])=[CH:24][CH:23]=2)(=[O:26])=[O:27])[CH:29]=[C:30]([C:38]([F:39])([F:40])[F:41])[CH:31]=1. (3) Given the reactants [Br:1][C:2]1[C:10]([OH:11])=[CH:9][C:5]([C:6]([OH:8])=[O:7])=[CH:4][C:3]=1[OH:12].Cl.[CH3:14]O, predict the reaction product. The product is: [Br:1][C:2]1[C:10]([OH:11])=[CH:9][C:5]([C:6]([O:8][CH3:14])=[O:7])=[CH:4][C:3]=1[OH:12]. (4) The product is: [F:27][C:28]1[CH:33]=[CH:32][C:31]([F:34])=[CH:30][C:29]=1[N:35]1[CH2:36][CH2:37][N:38]([CH2:6][CH2:7][N:8]2[C:16]3[N:15]=[C:14]([NH2:17])[N:13]4[N:18]=[C:19]([C:21]5[O:22][CH:23]=[CH:24][CH:25]=5)[N:20]=[C:12]4[C:11]=3[CH:10]=[CH:9]2)[CH2:39][CH2:40]1. Given the reactants CS(O[CH2:6][CH2:7][N:8]1[C:16]2[N:15]=[C:14]([NH2:17])[N:13]3[N:18]=[C:19]([C:21]4[O:22][CH:23]=[CH:24][CH:25]=4)[N:20]=[C:12]3[C:11]=2[CH:10]=[CH:9]1)(=O)=O.Cl.[F:27][C:28]1[CH:33]=[CH:32][C:31]([F:34])=[CH:30][C:29]=1[N:35]1[CH2:40][CH2:39][NH:38][CH2:37][CH2:36]1.CCN(C(C)C)C(C)C, predict the reaction product.